This data is from Forward reaction prediction with 1.9M reactions from USPTO patents (1976-2016). The task is: Predict the product of the given reaction. (1) Given the reactants [C:1]1(B(O)O)[CH:6]=[CH:5][C:4](B(O)O)=[CH:3][CH:2]=1.I[C:14]1[CH:26]=[CH:25][C:17]([C:18]([O:20][CH2:21][CH2:22][CH2:23][CH3:24])=[O:19])=[CH:16][CH:15]=1.[C:27](=[O:30])([O-])[O-:28].[Na+].[Na+].CO[CH2:35][CH2:36]OC, predict the reaction product. The product is: [C:1]1([C:14]2[C:26]([C:36]3[CH:35]=[CH:16][CH:15]=[CH:14][CH:26]=3)=[CH:25][C:17]([C:18]([O:20][CH2:21][CH2:22][CH2:23][CH3:24])=[O:19])=[CH:16][CH:15]=2)[CH:6]=[CH:5][C:4]([C:27]([O:28][CH2:21][CH2:22][CH2:23][CH3:24])=[O:30])=[CH:3][CH:2]=1. (2) Given the reactants [CH3:1][C:2]1[N:6]=[C:5]([C:7]2[C:8]3[CH2:17][CH2:16][CH2:15][CH2:14][CH2:13][C:9]=3[S:10][C:11]=2[NH2:12])[O:4][N:3]=1.[C:18]12[C:26](=[O:27])[O:25][C:23](=[O:24])[C:19]=1[CH2:20][CH2:21][CH2:22]2, predict the reaction product. The product is: [CH3:1][C:2]1[N:6]=[C:5]([C:7]2[C:8]3[CH2:17][CH2:16][CH2:15][CH2:14][CH2:13][C:9]=3[S:10][C:11]=2[NH:12][C:26]([C:18]2[CH2:22][CH2:21][CH2:20][C:19]=2[C:23]([OH:25])=[O:24])=[O:27])[O:4][N:3]=1. (3) Given the reactants [CH3:1][O:2][C:3]1[CH:8]=[C:7](/[CH:9]=[CH:10]\[N+:11]([O-])=O)[CH:6]=[CH:5][C:4]=1[C:14]1[CH:19]=[CH:18][CH:17]=[CH:16][N:15]=1.[Si]([N:24]=[N+:25]=[N-])(C)(C)C.CCCC[N+](CCCC)(CCCC)CCCC.[F-], predict the reaction product. The product is: [CH3:1][O:2][C:3]1[CH:8]=[C:7]([C:9]2[N:24]=[N:25][NH:11][CH:10]=2)[CH:6]=[CH:5][C:4]=1[C:14]1[CH:19]=[CH:18][CH:17]=[CH:16][N:15]=1.